This data is from Merck oncology drug combination screen with 23,052 pairs across 39 cell lines. The task is: Regression. Given two drug SMILES strings and cell line genomic features, predict the synergy score measuring deviation from expected non-interaction effect. (1) Drug 1: CCN(CC)CCNC(=O)c1c(C)[nH]c(C=C2C(=O)Nc3ccc(F)cc32)c1C. Drug 2: CS(=O)(=O)CCNCc1ccc(-c2ccc3ncnc(Nc4ccc(OCc5cccc(F)c5)c(Cl)c4)c3c2)o1. Cell line: NCIH460. Synergy scores: synergy=0.112. (2) Drug 1: CC(=O)OC1C(=O)C2(C)C(O)CC3OCC3(OC(C)=O)C2C(OC(=O)c2ccccc2)C2(O)CC(OC(=O)C(O)C(NC(=O)c3ccccc3)c3ccccc3)C(C)=C1C2(C)C. Drug 2: Cn1c(=O)n(-c2ccc(C(C)(C)C#N)cc2)c2c3cc(-c4cnc5ccccc5c4)ccc3ncc21. Cell line: VCAP. Synergy scores: synergy=4.88. (3) Drug 1: O=C(O)C1(Cc2cccc(Nc3nccs3)n2)CCC(Oc2cccc(Cl)c2F)CC1. Drug 2: Cn1cc(-c2cnn3c(N)c(Br)c(C4CCCNC4)nc23)cn1. Cell line: SKOV3. Synergy scores: synergy=20.1. (4) Drug 1: CN(C)C(=N)N=C(N)N. Drug 2: CCN(CC)CCNC(=O)c1c(C)[nH]c(C=C2C(=O)Nc3ccc(F)cc32)c1C. Cell line: SKMEL30. Synergy scores: synergy=3.59. (5) Drug 1: O=S1(=O)NC2(CN1CC(F)(F)F)C1CCC2Cc2cc(C=CCN3CCC(C(F)(F)F)CC3)ccc2C1. Drug 2: O=C(NOCC(O)CO)c1ccc(F)c(F)c1Nc1ccc(I)cc1F. Cell line: VCAP. Synergy scores: synergy=12.6.